This data is from NCI-60 drug combinations with 297,098 pairs across 59 cell lines. The task is: Regression. Given two drug SMILES strings and cell line genomic features, predict the synergy score measuring deviation from expected non-interaction effect. (1) Drug 1: CCC1=CC2CC(C3=C(CN(C2)C1)C4=CC=CC=C4N3)(C5=C(C=C6C(=C5)C78CCN9C7C(C=CC9)(C(C(C8N6C)(C(=O)OC)O)OC(=O)C)CC)OC)C(=O)OC.C(C(C(=O)O)O)(C(=O)O)O. Cell line: RPMI-8226. Drug 2: C1CC(=O)NC(=O)C1N2C(=O)C3=CC=CC=C3C2=O. Synergy scores: CSS=46.8, Synergy_ZIP=5.94, Synergy_Bliss=7.01, Synergy_Loewe=-36.9, Synergy_HSA=6.38. (2) Drug 1: C1CCC(CC1)NC(=O)N(CCCl)N=O. Drug 2: C1=NC2=C(N=C(N=C2N1C3C(C(C(O3)CO)O)F)Cl)N. Cell line: K-562. Synergy scores: CSS=35.7, Synergy_ZIP=-2.54, Synergy_Bliss=-2.04, Synergy_Loewe=-2.66, Synergy_HSA=1.38. (3) Drug 1: CC(C)(C#N)C1=CC(=CC(=C1)CN2C=NC=N2)C(C)(C)C#N. Drug 2: CC=C1C(=O)NC(C(=O)OC2CC(=O)NC(C(=O)NC(CSSCCC=C2)C(=O)N1)C(C)C)C(C)C. Cell line: NCIH23. Synergy scores: CSS=38.9, Synergy_ZIP=2.13, Synergy_Bliss=1.60, Synergy_Loewe=-28.9, Synergy_HSA=-2.78. (4) Drug 1: CC1C(C(=O)NC(C(=O)N2CCCC2C(=O)N(CC(=O)N(C(C(=O)O1)C(C)C)C)C)C(C)C)NC(=O)C3=C4C(=C(C=C3)C)OC5=C(C(=O)C(=C(C5=N4)C(=O)NC6C(OC(=O)C(N(C(=O)CN(C(=O)C7CCCN7C(=O)C(NC6=O)C(C)C)C)C)C(C)C)C)N)C. Drug 2: C1CC(=O)NC(=O)C1N2C(=O)C3=CC=CC=C3C2=O. Cell line: HL-60(TB). Synergy scores: CSS=36.5, Synergy_ZIP=1.57, Synergy_Bliss=2.18, Synergy_Loewe=-0.812, Synergy_HSA=-0.821. (5) Drug 1: C1CC(=O)NC(=O)C1N2CC3=C(C2=O)C=CC=C3N. Drug 2: CC1CCCC2(C(O2)CC(NC(=O)CC(C(C(=O)C(C1O)C)(C)C)O)C(=CC3=CSC(=N3)C)C)C. Cell line: HS 578T. Synergy scores: CSS=-0.536, Synergy_ZIP=1.96, Synergy_Bliss=2.23, Synergy_Loewe=-6.44, Synergy_HSA=-0.562. (6) Drug 1: COC1=CC(=CC(=C1O)OC)C2C3C(COC3=O)C(C4=CC5=C(C=C24)OCO5)OC6C(C(C7C(O6)COC(O7)C8=CC=CS8)O)O. Drug 2: CC12CCC3C(C1CCC2O)C(CC4=C3C=CC(=C4)O)CCCCCCCCCS(=O)CCCC(C(F)(F)F)(F)F. Cell line: M14. Synergy scores: CSS=33.4, Synergy_ZIP=-0.300, Synergy_Bliss=0.312, Synergy_Loewe=-13.9, Synergy_HSA=-1.50. (7) Drug 1: CC1=C2C(C(=O)C3(C(CC4C(C3C(C(C2(C)C)(CC1OC(=O)C(C(C5=CC=CC=C5)NC(=O)OC(C)(C)C)O)O)OC(=O)C6=CC=CC=C6)(CO4)OC(=O)C)OC)C)OC. Drug 2: CC1=C(C=C(C=C1)C(=O)NC2=CC(=CC(=C2)C(F)(F)F)N3C=C(N=C3)C)NC4=NC=CC(=N4)C5=CN=CC=C5. Cell line: SNB-75. Synergy scores: CSS=32.6, Synergy_ZIP=1.66, Synergy_Bliss=4.97, Synergy_Loewe=-18.5, Synergy_HSA=4.28.